Dataset: Cav3 T-type calcium channel HTS with 100,875 compounds. Task: Binary Classification. Given a drug SMILES string, predict its activity (active/inactive) in a high-throughput screening assay against a specified biological target. (1) The molecule is s1c(CCCC(O)=O)c(c(c1N)C(=O)c1cc(ccc1)C(F)(F)F)C. The result is 0 (inactive). (2) The result is 0 (inactive). The compound is S1CCN(CC1)Cc1c(OC)cccc1. (3) The compound is S(c1nc([nH]n1)c1ccccc1)c1ncc([N+]([O-])=O)cc1. The result is 0 (inactive). (4) The drug is S(c1nc(N)c(c(c1C#N)c1sccc1)C#N)CC(OCC)=O. The result is 0 (inactive). (5) The molecule is S(=O)(=O)(N(C1CC1)Cc1sccc1)c1ccc(S(=O)(=O)N2C(CCCC2)CC)cc1. The result is 0 (inactive).